This data is from Retrosynthesis with 50K atom-mapped reactions and 10 reaction types from USPTO. The task is: Predict the reactants needed to synthesize the given product. (1) The reactants are: COC(C)C#Cc1cc(Cl)c(N)c2c1OCO2.COc1cc2c(Cl)ncnc2cc1OCCCN1CCOCC1. Given the product COc1cc2c(Nc3c(Cl)cc(C#CC(C)OC)c4c3OCO4)ncnc2cc1OCCCN1CCOCC1, predict the reactants needed to synthesize it. (2) Given the product CCNC(=O)Nc1ccc(-c2nc3c(c(N4CCOCC4)n2)CCN(c2nc(C)cc(Cl)n2)C3)cc1, predict the reactants needed to synthesize it. The reactants are: CCNC(=O)Nc1ccc(-c2nc3c(c(N4CCOCC4)n2)CCN(c2cc(C)nc(Cl)n2)C3)cc1. (3) Given the product CC(C)(O)c1cccc(Nc2sc(-c3ccccc3F)cc2C(N)=O)n1, predict the reactants needed to synthesize it. The reactants are: CC(C)(O)c1cccc(Br)n1.NC(=O)c1cc(-c2ccccc2F)sc1N. (4) Given the product Clc1cc(-c2ccccc2)ncn1, predict the reactants needed to synthesize it. The reactants are: Clc1cc(Cl)ncn1.OB(O)c1ccccc1. (5) The reactants are: C[C@@H]1C[C@H](NC(=O)OC(C)(C)C)CN(c2ccncc2NC(=O)c2nc3cc(N4CCOCC4)ccc3cc2NC(=O)OCc2ccccc2)C1. Given the product C[C@@H]1C[C@H](N)CN(c2ccncc2NC(=O)c2nc3cc(N4CCOCC4)ccc3cc2NC(=O)OCc2ccccc2)C1, predict the reactants needed to synthesize it. (6) The reactants are: CC(C)(C)OC(=O)N1CC=C(B2OC(C)(C)C(C)(C)O2)CC1.Cc1ccc(S(=O)(=O)n2c(I)cc3c(Cl)ccnc32)cc1. Given the product Cc1ccc(S(=O)(=O)n2c(C3=CCN(C(=O)OC(C)(C)C)CC3)cc3c(Cl)ccnc32)cc1, predict the reactants needed to synthesize it.